The task is: Regression. Given two drug SMILES strings and cell line genomic features, predict the synergy score measuring deviation from expected non-interaction effect.. This data is from NCI-60 drug combinations with 297,098 pairs across 59 cell lines. (1) Drug 1: CC1=C(C(CCC1)(C)C)C=CC(=CC=CC(=CC(=O)O)C)C. Drug 2: C1=NC2=C(N1)C(=S)N=CN2. Cell line: T-47D. Synergy scores: CSS=7.96, Synergy_ZIP=-6.78, Synergy_Bliss=-6.49, Synergy_Loewe=-10.2, Synergy_HSA=-6.30. (2) Drug 1: CC1=C(C(CCC1)(C)C)C=CC(=CC=CC(=CC(=O)O)C)C. Drug 2: CC1=C(C=C(C=C1)NC(=O)C2=CC=C(C=C2)CN3CCN(CC3)C)NC4=NC=CC(=N4)C5=CN=CC=C5. Cell line: NCI/ADR-RES. Synergy scores: CSS=1.48, Synergy_ZIP=0.850, Synergy_Bliss=4.39, Synergy_Loewe=-1.32, Synergy_HSA=-0.713. (3) Drug 1: COC1=CC(=CC(=C1O)OC)C2C3C(COC3=O)C(C4=CC5=C(C=C24)OCO5)OC6C(C(C7C(O6)COC(O7)C8=CC=CS8)O)O. Drug 2: CN(C)C1=NC(=NC(=N1)N(C)C)N(C)C. Cell line: NCI-H522. Synergy scores: CSS=25.3, Synergy_ZIP=-2.47, Synergy_Bliss=-2.07, Synergy_Loewe=-59.4, Synergy_HSA=-4.80. (4) Drug 1: CC1=CC2C(CCC3(C2CCC3(C(=O)C)OC(=O)C)C)C4(C1=CC(=O)CC4)C. Drug 2: CC1C(C(CC(O1)OC2CC(CC3=C2C(=C4C(=C3O)C(=O)C5=C(C4=O)C(=CC=C5)OC)O)(C(=O)CO)O)N)O.Cl. Cell line: RXF 393. Synergy scores: CSS=51.1, Synergy_ZIP=-0.851, Synergy_Bliss=-2.00, Synergy_Loewe=-3.29, Synergy_HSA=0.0381. (5) Drug 1: CN1CCC(CC1)COC2=C(C=C3C(=C2)N=CN=C3NC4=C(C=C(C=C4)Br)F)OC. Drug 2: CN(CCCl)CCCl.Cl. Cell line: NCI-H226. Synergy scores: CSS=9.66, Synergy_ZIP=-1.90, Synergy_Bliss=2.66, Synergy_Loewe=-1.04, Synergy_HSA=-0.143. (6) Drug 1: C1C(C(OC1N2C=NC3=C(N=C(N=C32)Cl)N)CO)O. Drug 2: CC1=C(C(=CC=C1)Cl)NC(=O)C2=CN=C(S2)NC3=CC(=NC(=N3)C)N4CCN(CC4)CCO. Cell line: HCT116. Synergy scores: CSS=25.1, Synergy_ZIP=0.308, Synergy_Bliss=1.96, Synergy_Loewe=-12.2, Synergy_HSA=-2.36.